Predict the reaction yield, written as a fraction of the theoretical maximum amount of product (1.0 means a 100% yield; for example, 0.34 means a 34% yield). From a dataset of Reaction yield outcomes from USPTO patents with 853,638 reactions. (1) The yield is 0.650. The catalyst is C(Cl)(Cl)(Cl)Cl.O. The product is [Br:36][CH2:10][C:8]1[CH:7]=[CH:6][C:3]([C:4]#[N:5])=[C:2]([F:1])[CH:9]=1. The reactants are [F:1][C:2]1[CH:9]=[C:8]([CH3:10])[CH:7]=[CH:6][C:3]=1[C:4]#[N:5].N(C1(C#N)CCCCC1)=NC1(C#N)CCCCC1.C1C(=O)N([Br:36])C(=O)C1.[O-]S([O-])(=S)=O.[Na+].[Na+]. (2) The reactants are C(Cl)(=O)C(Cl)=O.[C:7]([C:9]1[C:10]([O:24][CH3:25])=[C:11]([C:21](O)=[O:22])[C:12]2[C:17]([C:18]=1[O:19][CH3:20])=[CH:16][CH:15]=[CH:14][CH:13]=2)#[N:8].[BH4-].[Na+]. The catalyst is C(Cl)Cl.C(#N)C.C1COCC1.CN(C=O)C. The product is [C:7]([C:9]1[C:10]([O:24][CH3:25])=[C:11]([CH2:21][OH:22])[C:12]2[C:17]([C:18]=1[O:19][CH3:20])=[CH:16][CH:15]=[CH:14][CH:13]=2)#[N:8]. The yield is 1.00. (3) The yield is 0.150. The product is [CH3:26][CH:27]1[C:31]2[CH:32]=[CH:33][CH:34]=[CH:35][C:30]=2/[C:29](=[C:3]2\[C:2](=[O:10])[NH:1][C:9]3[C:4]\2=[CH:5][CH:6]=[CH:7][CH:8]=3)/[O:28]1. The catalyst is C1COCC1. The reactants are [NH:1]1[C:9]2[C:4](=[CH:5][CH:6]=[CH:7][CH:8]=2)[CH2:3][C:2]1=[O:10].[Li+].C[Si]([N-][Si](C)(C)C)(C)C.C1COCC1.[CH3:26][CH:27]1[C:31]2[CH:32]=[CH:33][CH:34]=[CH:35][C:30]=2[C:29](=O)[O:28]1. (4) The reactants are [F:1][C:2]1[CH:9]=[CH:8][C:5]([CH2:6][NH2:7])=[CH:4][CH:3]=1.[Al](C)(C)C.C[O:15][C:16]([C:18]1[CH:23]=[C:22]([C:24]2[N:25]=[N:26][NH:27][N:28]=2)[CH:21]=[C:20]([CH3:29])[N:19]=1)=O. The catalyst is C1(C)C=CC=CC=1.C1COCC1. The product is [F:1][C:2]1[CH:9]=[CH:8][C:5]([CH2:6][NH:7][C:16]([C:18]2[CH:23]=[C:22]([C:24]3[N:28]=[N:27][NH:26][N:25]=3)[CH:21]=[C:20]([CH3:29])[N:19]=2)=[O:15])=[CH:4][CH:3]=1. The yield is 0.890. (5) The reactants are [C:1]([O:5][C:6]([N:8]1[CH2:16][CH2:15][N:14]2[CH:10]([CH2:11][O:12][S@:13]2=[O:17])[CH2:9]1)=[O:7])([CH3:4])([CH3:3])[CH3:2].[O-:18]I(=O)(=O)=O.[Na+].O. The catalyst is CC#N.O.[Ru](Cl)(Cl)Cl. The product is [C:1]([O:5][C:6]([N:8]1[CH2:16][CH2:15][N:14]2[C@@H:10]([CH2:11][O:12][S:13]2(=[O:18])=[O:17])[CH2:9]1)=[O:7])([CH3:4])([CH3:2])[CH3:3]. The yield is 0.540. (6) The reactants are NC1N=CC(N2CCN(C(OC(C)(C)C)=O)CC2)=CC=1.[CH3:21][C@@H:22]1[N:27]([C:28]2[CH:29]=[N:30][C:31]([N+:34]([O-])=O)=[CH:32][CH:33]=2)[CH2:26][CH2:25][N:24]([C:37]([O:39][C:40]([CH3:43])([CH3:42])[CH3:41])=[O:38])[CH2:23]1. No catalyst specified. The product is [NH2:34][C:31]1[N:30]=[CH:29][C:28]([N:27]2[CH2:26][CH2:25][N:24]([C:37]([O:39][C:40]([CH3:43])([CH3:42])[CH3:41])=[O:38])[CH2:23][C@@H:22]2[CH3:21])=[CH:33][CH:32]=1. The yield is 0.930.